Dataset: Forward reaction prediction with 1.9M reactions from USPTO patents (1976-2016). Task: Predict the product of the given reaction. (1) Given the reactants [NH:1]([C:11]([O:13][CH2:14][C:15]1[CH:20]=[CH:19][CH:18]=[CH:17][CH:16]=1)=[O:12])[C@@H:2]([C:4]([NH:6][CH2:7][C:8]([NH2:10])=[O:9])=[O:5])[CH3:3].N(C(OC[C:39]1[CH:44]=[CH:43][CH:42]=[CH:41][CH:40]=1)=O)[C@@H](C(NCC(N)=O)=O)CCC(=O)O.N(C(OCC1C=CC=CC=1)=O)[C@@H](C(NCC(N)=O)=O)CCCCN.N(C(C)=O)[C@@H](C(NCC(N)=O)=O)CC1C=CC=CC=1, predict the reaction product. The product is: [NH:1]([C:11]([O:13][CH2:14][C:15]1[CH:16]=[CH:17][CH:18]=[CH:19][CH:20]=1)=[O:12])[C@@H:2]([C:4]([NH:6][CH2:7][C:8]([NH2:10])=[O:9])=[O:5])[CH2:3][C:39]1[CH:44]=[CH:43][CH:42]=[CH:41][CH:40]=1. (2) Given the reactants [F:1][CH:2]([F:20])[O:3][C:4]1[CH:9]=[CH:8][C:7]([N:10]2[CH:14]=[C:13]([C:15]([O:17]CC)=[O:16])[N:12]=[N:11]2)=[CH:6][CH:5]=1.CO.O.O.[OH-].[Li+], predict the reaction product. The product is: [F:20][CH:2]([F:1])[O:3][C:4]1[CH:5]=[CH:6][C:7]([N:10]2[CH:14]=[C:13]([C:15]([OH:17])=[O:16])[N:12]=[N:11]2)=[CH:8][CH:9]=1. (3) Given the reactants [CH3:1][C:2]([O-])([CH3:4])[CH3:3].[K+].[NH:7]1[C:13](=[O:14])C[CH2:11][CH2:10][C:9]2[CH:15]=[CH:16][CH:17]=[CH:18][C:8]1=2.BrCCC, predict the reaction product. The product is: [CH3:1][CH:2]([CH:4]1[C:13](=[O:14])[NH:7][C:8]2[CH:18]=[CH:17][CH:16]=[CH:15][C:9]=2[CH2:10][CH2:11]1)[CH3:3]. (4) The product is: [CH3:7][N:8]1[CH2:13][CH2:12][NH:11][C@@H:10]([C:15]2[CH:16]=[CH:17][CH:18]=[CH:19][CH:20]=2)[CH2:9]1. Given the reactants [H-].[Al+3].[Li+].[H-].[H-].[H-].[CH3:7][N:8]1[CH2:13][C:12](=O)[NH:11][C@@H:10]([C:15]2[CH:20]=[CH:19][CH:18]=[CH:17][CH:16]=2)[C:9]1=O.C(OCC)(=O)C.CO, predict the reaction product. (5) Given the reactants [CH2:1]([O:3][C:4]([C:6]1([C:9]2[CH:14]=[CH:13][C:12]([C:15]3[CH:20]=[CH:19][C:18]([C:21]4[O:25][N:24]=[C:23]([CH3:26])[C:22]=4[CH2:27][C:28]([O:30]CC4C=CC=CC=4)=[O:29])=[CH:17][CH:16]=3)=[CH:11][CH:10]=2)[CH2:8][CH2:7]1)=[O:5])[CH3:2].CO.[OH-].[Na+], predict the reaction product. The product is: [CH2:1]([O:3][C:4]([C:6]1([C:9]2[CH:10]=[CH:11][C:12]([C:15]3[CH:20]=[CH:19][C:18]([C:21]4[O:25][N:24]=[C:23]([CH3:26])[C:22]=4[CH2:27][C:28]([OH:30])=[O:29])=[CH:17][CH:16]=3)=[CH:13][CH:14]=2)[CH2:8][CH2:7]1)=[O:5])[CH3:2]. (6) Given the reactants [CH3:1][O:2][CH2:3][CH2:4][N:5]([CH3:15])[C:6]1[CH:7]=[N:8][C:9]([N+:12]([O-])=O)=[CH:10][CH:11]=1.[C:16]1([C:22]2[O:23][C:24]([C:30]([F:33])([F:32])[F:31])=[C:25]([C:27](O)=[O:28])[N:26]=2)[CH:21]=[CH:20][CH:19]=[CH:18][CH:17]=1, predict the reaction product. The product is: [CH3:1][O:2][CH2:3][CH2:4][N:5]([CH3:15])[C:6]1[CH:11]=[CH:10][C:9]([NH:12][C:27]([C:25]2[N:26]=[C:22]([C:16]3[CH:21]=[CH:20][CH:19]=[CH:18][CH:17]=3)[O:23][C:24]=2[C:30]([F:32])([F:33])[F:31])=[O:28])=[N:8][CH:7]=1. (7) Given the reactants [Br:1][C:2]1[CH:25]=[CH:24][C:5]2[N:6]([C:20]([CH3:23])([CH3:22])[CH3:21])[C:7]([C:9]3[CH:14]=[CH:13][CH:12]=[CH:11][C:10]=3[C:15]3[N:16]=[N:17][NH:18][N:19]=3)=[N:8][C:4]=2[CH:3]=1.IC.[C:28]([O-])([O-])=O.[K+].[K+], predict the reaction product. The product is: [Br:1][C:2]1[CH:25]=[CH:24][C:5]2[N:6]([C:20]([CH3:22])([CH3:21])[CH3:23])[C:7]([C:9]3[CH:14]=[CH:13][CH:12]=[CH:11][C:10]=3[C:15]3[N:16]=[N:17][N:18]([CH3:28])[N:19]=3)=[N:8][C:4]=2[CH:3]=1. (8) Given the reactants CN(C)CCO.[Li]CCCC.[CH:12]1([C:15]2[CH:16]=[N:17][CH:18]=[CH:19][C:20]=2[O:21][CH2:22][CH:23]2[CH2:25][CH2:24]2)[CH2:14][CH2:13]1.[Br:26]C(Cl)(Cl)C(Cl)(Cl)Br, predict the reaction product. The product is: [Br:26][C:18]1[CH:19]=[C:20]([O:21][CH2:22][CH:23]2[CH2:24][CH2:25]2)[C:15]([CH:12]2[CH2:14][CH2:13]2)=[CH:16][N:17]=1.